Dataset: Full USPTO retrosynthesis dataset with 1.9M reactions from patents (1976-2016). Task: Predict the reactants needed to synthesize the given product. (1) Given the product [CH2:1]([C:3]1[CH:12]=[CH:11][C:10]2[C:5](=[C:6]([O:13][CH3:14])[CH:7]=[CH:8][C:9]=2[I:15])[N:4]=1)[CH3:2], predict the reactants needed to synthesize it. The reactants are: [CH2:1]([C:3]1[CH:12]=[CH:11][C:10]2[C:5](=[C:6]([O:13][CH3:14])[CH:7]=[CH:8][CH:9]=2)[N:4]=1)[CH3:2].[I:15]I.S([O-])([O-])(=O)=S.[Na+].[Na+].C(=O)([O-])O.[Na+]. (2) Given the product [Cl:1][C:2]1[CH:3]=[C:4]([NH:9][C:10]([C:12]2[N:13]=[N:14][S:15][C:16]=2[CH2:17][O:18][Si:19]([CH:26]([CH3:28])[CH3:27])([CH:23]([CH3:25])[CH3:24])[CH:20]([CH3:22])[CH3:21])=[S:38])[CH:5]=[CH:6][C:7]=1[F:8], predict the reactants needed to synthesize it. The reactants are: [Cl:1][C:2]1[CH:3]=[C:4]([NH:9][C:10]([C:12]2[N:13]=[N:14][S:15][C:16]=2[CH2:17][O:18][Si:19]([CH:26]([CH3:28])[CH3:27])([CH:23]([CH3:25])[CH3:24])[CH:20]([CH3:22])[CH3:21])=O)[CH:5]=[CH:6][C:7]=1[F:8].COC1C=CC(P2(=S)SP(C3C=CC(OC)=CC=3)(=S)[S:38]2)=CC=1. (3) The reactants are: [CH3:1][O:2][C:3](=[O:20])[C:4]1[CH:9]=[CH:8][CH:7]=[C:6]([C:10]2[O:11][C:12]3[CH:18]=[CH:17][CH:16]=[C:15]([CH3:19])[C:13]=3[N:14]=2)[CH:5]=1.[Br:21]N1C(=O)CCC1=O.CC(N=NC(C#N)(C)C)(C#N)C. Given the product [CH3:1][O:2][C:3](=[O:20])[C:4]1[CH:9]=[CH:8][CH:7]=[C:6]([C:10]2[O:11][C:12]3[CH:18]=[CH:17][CH:16]=[C:15]([CH2:19][Br:21])[C:13]=3[N:14]=2)[CH:5]=1, predict the reactants needed to synthesize it.